Predict which catalyst facilitates the given reaction. From a dataset of Catalyst prediction with 721,799 reactions and 888 catalyst types from USPTO. (1) Reactant: [C:1](Cl)([CH3:3])=[O:2].Cl.Cl.[CH2:7]([O:14][C:15]1[CH:20]=[CH:19][N:18]([C:21]2[CH:29]=[C:28]3[C:24]([C:25]4[CH2:34][CH2:33][NH:32][CH2:31][C:26]=4[N:27]3[CH3:30])=[CH:23][CH:22]=2)[C:17](=[O:35])[CH:16]=1)[C:8]1[CH:13]=[CH:12][CH:11]=[CH:10][CH:9]=1.CCN(CC)CC.O. Product: [C:1]([N:32]1[CH2:33][CH2:34][C:25]2[C:24]3[C:28](=[CH:29][C:21]([N:18]4[CH:19]=[CH:20][C:15]([O:14][CH2:7][C:8]5[CH:13]=[CH:12][CH:11]=[CH:10][CH:9]=5)=[CH:16][C:17]4=[O:35])=[CH:22][CH:23]=3)[N:27]([CH3:30])[C:26]=2[CH2:31]1)(=[O:2])[CH3:3]. The catalyst class is: 79. (2) Reactant: FC(F)(F)C([NH:5][C@H:6]1[CH2:15][CH2:14][C:13]2[C:8](=[C:9]([O:26][CH3:27])[CH:10]=[CH:11][C:12]=2[S:16]([NH:19][C:20]2[N:25]=[CH:24][CH:23]=[CH:22][N:21]=2)(=[O:18])=[O:17])[CH2:7]1)=O.[OH-].[Na+].Cl. Product: [NH2:5][C@H:6]1[CH2:15][CH2:14][C:13]2[C:12]([S:16]([NH:19][C:20]3[N:25]=[CH:24][CH:23]=[CH:22][N:21]=3)(=[O:17])=[O:18])=[CH:11][CH:10]=[C:9]([O:26][CH3:27])[C:8]=2[CH2:7]1. The catalyst class is: 5. (3) Product: [CH3:20][C:18]1[CH:17]=[CH:16][N:15]=[C:14]([NH:13][C:11]2[CH:10]=[CH:9][CH:8]=[C:7]([C:4]3[O:3][C:2]([C:26]4[CH:31]=[CH:30][CH:29]=[CH:28][N:27]=4)=[N:6][CH:5]=3)[N:12]=2)[CH:19]=1. Reactant: Cl[C:2]1[O:3][C:4]([C:7]2[N:12]=[C:11]([NH:13][C:14]3[CH:19]=[C:18]([CH3:20])[CH:17]=[CH:16][N:15]=3)[CH:10]=[CH:9][CH:8]=2)=[CH:5][N:6]=1.C([Sn](CCCC)(CCCC)[C:26]1[CH:31]=[CH:30][CH:29]=[CH:28][N:27]=1)CCC. The catalyst class is: 109.